This data is from Full USPTO retrosynthesis dataset with 1.9M reactions from patents (1976-2016). The task is: Predict the reactants needed to synthesize the given product. (1) Given the product [CH2:1]([O:8][C:9]1[C:10]([C:24]([O:26][CH3:27])=[O:25])=[CH:11][C:12]([CH:28]2[CH2:30][CH2:29]2)=[C:13]([C:15]2[CH:20]=[CH:19][C:18]([F:21])=[CH:17][C:16]=2[F:22])[CH:14]=1)[C:2]1[CH:7]=[CH:6][CH:5]=[CH:4][CH:3]=1, predict the reactants needed to synthesize it. The reactants are: [CH2:1]([O:8][C:9]1[C:10]([C:24]([O:26][CH3:27])=[O:25])=[CH:11][C:12](Br)=[C:13]([C:15]2[CH:20]=[CH:19][C:18]([F:21])=[CH:17][C:16]=2[F:22])[CH:14]=1)[C:2]1[CH:7]=[CH:6][CH:5]=[CH:4][CH:3]=1.[CH:28]1(B(O)O)[CH2:30][CH2:29]1.C1(P(C2CCCCC2)C2C=CC=CC=2C2C(OC)=CC=CC=2OC)CCCCC1.C(=O)([O-])[O-].[Na+].[Na+]. (2) Given the product [Cl:1][C:2]1[N:3]=[C:4]([Cl:12])[C:5]2[C:10]([F:11])=[CH:9][N:8]([S:28]([C:25]3[CH:26]=[CH:27][C:22]([CH3:32])=[CH:23][CH:24]=3)(=[O:30])=[O:29])[C:6]=2[N:7]=1, predict the reactants needed to synthesize it. The reactants are: [Cl:1][C:2]1[NH:7][C:6]2=[N:8][CH:9]=[C:10]([F:11])[C:5]2=[C:4]([Cl:12])[N:3]=1.CCN(C(C)C)C(C)C.[C:22]1([CH3:32])[CH:27]=[CH:26][C:25]([S:28](Cl)(=[O:30])=[O:29])=[CH:24][CH:23]=1.C(=O)(O)[O-].[Na+].C(Cl)Cl. (3) Given the product [Br:18][C:16](=[O:17])[CH2:15][C:11]1[CH:10]=[CH:9][C:8]([C:4]2[CH:5]=[CH:6][CH:7]=[C:2]([Cl:1])[CH:3]=2)=[CH:13][CH:12]=1, predict the reactants needed to synthesize it. The reactants are: [Cl:1][C:2]1[CH:3]=[C:4]([C:8]2[CH:13]=[CH:12][CH:11]=[CH:10][CH:9]=2)[CH:5]=[CH:6][CH:7]=1.Br[CH2:15][C:16]([Br:18])=[O:17].[Cl-].[Cl-].[Cl-].[Al+3].